Dataset: Reaction yield outcomes from USPTO patents with 853,638 reactions. Task: Predict the reaction yield, written as a fraction of the theoretical maximum amount of product (1.0 means a 100% yield; for example, 0.34 means a 34% yield). (1) The reactants are [C:1]([O:4][C@H:5]1[C@H:24]([O:25][C:26](=[O:28])[CH3:27])[C@@H:23]([CH2:29][O:30][Si](C(C)(C)C)(C)C)[O:22][C@H:7]([O:8][CH2:9][CH2:10][NH:11][C:12]([O:14][CH2:15][C:16]2[CH:21]=[CH:20][CH:19]=[CH:18][CH:17]=2)=[O:13])[C@H:6]1[N:38]=[N+:39]=[N-:40])(=[O:3])[CH3:2]. The product is [C:1]([O:4][C@H:5]1[C@H:24]([O:25][C:26](=[O:28])[CH3:27])[C@@H:23]([CH2:29][OH:30])[O:22][C@H:7]([O:8][CH2:9][CH2:10][NH:11][C:12]([O:14][CH2:15][C:16]2[CH:21]=[CH:20][CH:19]=[CH:18][CH:17]=2)=[O:13])[C@H:6]1[N:38]=[N+:39]=[N-:40])(=[O:3])[CH3:2]. The catalyst is C1COCC1. The yield is 0.970. (2) The yield is 0.140. The reactants are [Cl:1][C:2]1[CH:10]=[C:9]2[C:5]([C:6]([CH:11]=[O:12])=[CH:7][NH:8]2)=[CH:4][C:3]=1[C:13]1[CH:18]=[CH:17][C:16]([CH2:19][CH2:20][CH2:21][OH:22])=[CH:15][CH:14]=1.P([O-])(O)(O)=[O:24].[Na+].Cl([O-])=O.[Na+].S([O-])([O-])=O.[Na+].[Na+]. The catalyst is CC(=CC)C.C(O)(C)(C)C.O.O. The product is [Cl:1][C:2]1[CH:10]=[C:9]2[C:5]([C:6]([C:11]([OH:24])=[O:12])=[CH:7][NH:8]2)=[CH:4][C:3]=1[C:13]1[CH:18]=[CH:17][C:16]([CH2:19][CH2:20][CH2:21][OH:22])=[CH:15][CH:14]=1. (3) The reactants are CON(C)[C:4]([CH:6]([N:10]([CH3:18])[C:11](=[O:17])[O:12][C:13]([CH3:16])([CH3:15])[CH3:14])[CH2:7][CH:8]=[CH2:9])=[O:5].[H-].[Al+3].[Li+].[H-].[H-].[H-].S([O-])(O)(=O)=O.[K+]. The catalyst is O1CCCC1. The product is [CH:4]([CH:6]([N:10]([CH3:18])[C:11](=[O:17])[O:12][C:13]([CH3:15])([CH3:14])[CH3:16])[CH2:7][CH:8]=[CH2:9])=[O:5]. The yield is 0.800. (4) The reactants are [CH2:1]([C:3]1([C:10]2[CH:15]=[CH:14][CH:13]=[CH:12][CH:11]=2)[NH:7][C:6](=[O:8])[NH:5][C:4]1=[O:9])[CH3:2].[N+:16]([C:19]1[CH:26]=[CH:25][C:22]([CH2:23]Cl)=[CH:21][CH:20]=1)([O-:18])=[O:17]. No catalyst specified. The product is [CH2:1]([C:3]1([C:10]2[CH:15]=[CH:14][CH:13]=[CH:12][CH:11]=2)[NH:7][C:6](=[O:8])[N:5]([CH2:23][C:22]2[CH:25]=[CH:26][C:19]([N+:16]([O-:18])=[O:17])=[CH:20][CH:21]=2)[C:4]1=[O:9])[CH3:2]. The yield is 0.520. (5) The reactants are [NH2:1][C:2]1[CH:7]=[CH:6][CH:5]=[CH:4][CH:3]=1.[Cl:8][C:9]1[N:14]=[C:13](Cl)[C:12]([Cl:16])=[CH:11][N:10]=1.C(=O)([O-])[O-].[K+].[K+]. The catalyst is C(O)C. The product is [Cl:8][C:9]1[N:14]=[C:13]([NH:1][C:2]2[CH:7]=[CH:6][CH:5]=[CH:4][CH:3]=2)[C:12]([Cl:16])=[CH:11][N:10]=1. The yield is 0.700. (6) The yield is 0.620. The reactants are [Br:1][C:2]1[C:15]2[C:6](=[C:7]3[C:12](=[C:13]([NH2:16])[N:14]=2)[CH:11]=[CH:10][CH:9]=[CH:8]3)[CH:5]=[CH:4][CH:3]=1.C(=O)(O)[O-].[Na+].Cl[CH2:23][CH:24]=O. The product is [Br:1][C:2]1[C:15]2[N:14]3[CH:23]=[CH:24][N:16]=[C:13]3[C:12]3[CH:11]=[CH:10][CH:9]=[CH:8][C:7]=3[C:6]=2[CH:5]=[CH:4][CH:3]=1. The catalyst is CC(O)C. (7) The product is [NH2:16][C:17](=[O:31])[C@@H:18]([NH:20][C:21]1[N:26]=[C:25]([O:15][C:9]2[CH:10]=[CH:11][C:12]([Cl:14])=[CH:13][C:8]=2[C:6]2[CH:5]=[CH:4][N:3]=[C:2]([NH2:1])[CH:7]=2)[N:24]=[C:23]([C:28]([NH2:30])=[O:29])[CH:22]=1)[CH3:19]. The catalyst is CN(C=O)C.[Cu]I.C(Cl)Cl.CO. The yield is 0.850. The reactants are [NH2:1][C:2]1[CH:7]=[C:6]([C:8]2[CH:13]=[C:12]([Cl:14])[CH:11]=[CH:10][C:9]=2[OH:15])[CH:5]=[CH:4][N:3]=1.[NH2:16][C:17](=[O:31])[C@@H:18]([NH:20][C:21]1[N:26]=[C:25](Cl)[N:24]=[C:23]([C:28]([NH2:30])=[O:29])[CH:22]=1)[CH3:19].C([O-])([O-])=O.[Cs+].[Cs+].ClCCl.